From a dataset of Forward reaction prediction with 1.9M reactions from USPTO patents (1976-2016). Predict the product of the given reaction. (1) Given the reactants C1COCC1.[CH3:6][C:7]1[CH:12]=[CH:11][C:10]([C:13]2[C:22]3[C:17](=[N:18][CH:19]=[CH:20][CH:21]=3)[C:16](=[O:23])O[C:14]=2[C:24]([OH:26])=[O:25])=[CH:9][CH:8]=1.Br.[Br:28][CH2:29][CH2:30][CH2:31][NH2:32].C(N(CC)CC)C, predict the reaction product. The product is: [Br:28][CH2:29][CH2:30][CH2:31][N:32]1[C:14]([C:24]([OH:26])=[O:25])=[C:13]([C:10]2[CH:11]=[CH:12][C:7]([CH3:6])=[CH:8][CH:9]=2)[C:22]2[C:17](=[N:18][CH:19]=[CH:20][CH:21]=2)[C:16]1=[O:23]. (2) Given the reactants [Cl:1][C:2]1[CH:7]=[CH:6][N:5]=[C:4]([C:8]2[NH:9][N:10]=[C:11]([CH:13]3[CH2:18][CH2:17][NH:16][CH2:15][CH2:14]3)[N:12]=2)[CH:3]=1.[F:19][C:20]1[CH:25]=[C:24]([F:26])[CH:23]=[CH:22][C:21]=1[C:27]1[C:28]([C:37]2[CH:44]=[CH:43][C:40]([CH:41]=O)=[CH:39][CH:38]=2)=[N:29][C:30]2[N:31]([N:33]=[C:34]([CH3:36])[N:35]=2)[CH:32]=1.[BH-](OC(C)=O)(OC(C)=O)OC(C)=O.[Na+].C([O-])(O)=O.[Na+], predict the reaction product. The product is: [Cl:1][C:2]1[CH:7]=[CH:6][N:5]=[C:4]([C:8]2[NH:9][N:10]=[C:11]([CH:13]3[CH2:18][CH2:17][N:16]([CH2:41][C:40]4[CH:39]=[CH:38][C:37]([C:28]5[C:27]([C:21]6[CH:22]=[CH:23][C:24]([F:26])=[CH:25][C:20]=6[F:19])=[CH:32][N:31]6[N:33]=[C:34]([CH3:36])[N:35]=[C:30]6[N:29]=5)=[CH:44][CH:43]=4)[CH2:15][CH2:14]3)[N:12]=2)[CH:3]=1.